This data is from Reaction yield outcomes from USPTO patents with 853,638 reactions. The task is: Predict the reaction yield, written as a fraction of the theoretical maximum amount of product (1.0 means a 100% yield; for example, 0.34 means a 34% yield). (1) The reactants are CCN(C(C)C)C(C)C.C1C=CC2N(O)N=NC=2C=1.CCN=C=NCCCN(C)C.[C:31]1([CH3:45])[CH:36]=[CH:35][CH:34]=[C:33]([N:37]2[CH:41]=[C:40]([C:42]([OH:44])=O)[N:39]=[N:38]2)[CH:32]=1.C1(C)C=CC=C(N)C=1.[ClH:54].[NH2:55][CH2:56][C:57]([N:59]1[CH2:64][CH2:63][N:62]([C:65](=[O:74])[C:66]2[CH:71]=[C:70]([F:72])[CH:69]=[CH:68][C:67]=2Cl)[CH2:61][CH2:60]1)=[O:58].ClC1C=CC(F)=CC=1C(O)=O. The catalyst is CN(C=O)C.O. The product is [Cl:54][C:67]1[CH:68]=[CH:69][C:70]([F:72])=[CH:71][C:66]=1[C:65]([N:62]1[CH2:61][CH2:60][N:59]([C:57](=[O:58])[CH2:56][NH:55][C:42]([C:40]2[N:39]=[N:38][N:37]([C:33]3[CH:32]=[C:31]([CH3:45])[CH:36]=[CH:35][CH:34]=3)[CH:41]=2)=[O:44])[CH2:64][CH2:63]1)=[O:74]. The yield is 0.664. (2) The reactants are [Cl:1][C:2]1[CH:10]=[CH:9][CH:8]=[C:7]2[C:3]=1[C:4](O)([C:12]1[C:20]([OH:21])=[CH:19][C:15]3[O:16][CH2:17][O:18][C:14]=3[CH:13]=1)[C:5](=[O:11])[NH:6]2.FC(F)(F)C(O)=O.C([SiH](CC)CC)C. The catalyst is ClCCl. The product is [Cl:1][C:2]1[CH:10]=[CH:9][CH:8]=[C:7]2[C:3]=1[CH:4]([C:12]1[C:20]([OH:21])=[CH:19][C:15]3[O:16][CH2:17][O:18][C:14]=3[CH:13]=1)[C:5](=[O:11])[NH:6]2. The yield is 0.830. (3) The reactants are [CH3:1][C:2]12[C:8]([CH3:10])([CH3:9])[C:5]([C:11]([O:13][CH2:14][C@H:15]3[C@@H:17]([CH2:18][O:19][CH3:20])[C@@:16]3([CH3:35])[C:21]3[CH:30]=[CH:29][C:28]4[C:27]([CH3:32])([CH3:31])[CH2:26][CH2:25][C:24]([CH3:34])([CH3:33])[C:23]=4[CH:22]=3)=[O:12])([CH2:6][CH2:7]1)[O:4][C:3]2=[O:36].[CH3:37][C:38]12[C:44]([CH3:46])([CH3:45])[C:41]([C:47]([O:49][CH2:50][C@@H:51]3[C@H:53]([CH2:54][O:55][CH3:56])[C@:52]3([CH3:71])[C:57]3[CH:66]=[CH:65][C:64]4[C:63]([CH3:68])([CH3:67])[CH2:62][CH2:61][C:60]([CH3:70])([CH3:69])[C:59]=4[CH:58]=3)=[O:48])([CH2:42][CH2:43]1)[O:40][C:39]2=[O:72].[CH3:73]COC(C)=O. The catalyst is CCCCCC. The product is [CH3:1][C:2]12[C:8]([CH3:9])([CH3:10])[C:5]([C:11]([O:13][CH2:14][C@H:15]3[C@H:17]([CH2:18][O:19][CH2:20][CH3:37])[C@@:16]3([CH3:35])[C:21]3[CH:30]=[CH:29][C:28]4[C:27]([CH3:32])([CH3:31])[CH2:26][CH2:25][C:24]([CH3:34])([CH3:33])[C:23]=4[CH:22]=3)=[O:12])([CH2:6][CH2:7]1)[O:4][C:3]2=[O:36].[CH3:37][C:38]12[C:44]([CH3:45])([CH3:46])[C:41]([C:47]([O:49][CH2:50][C@@H:51]3[C@@H:53]([CH2:54][O:55][CH2:56][CH3:73])[C@:52]3([CH3:71])[C:57]3[CH:66]=[CH:65][C:64]4[C:63]([CH3:68])([CH3:67])[CH2:62][CH2:61][C:60]([CH3:70])([CH3:69])[C:59]=4[CH:58]=3)=[O:48])([CH2:42][CH2:43]1)[O:40][C:39]2=[O:72]. The yield is 0.420. (4) No catalyst specified. The yield is 0.810. The product is [CH:1]([C:4]1[CH:5]=[CH:6][C:7]([CH:10]2[C:14]3[C:15]([CH3:21])=[C:16]([NH:20][CH:28]=[O:30])[C:17]([CH3:19])=[CH:18][C:13]=3[O:12][CH2:11]2)=[CH:8][CH:9]=1)([CH3:3])[CH3:2]. The reactants are [CH:1]([C:4]1[CH:9]=[CH:8][C:7]([CH:10]2[C:14]3[C:15]([CH3:21])=[C:16]([NH2:20])[C:17]([CH3:19])=[CH:18][C:13]=3[O:12][CH2:11]2)=[CH:6][CH:5]=1)([CH3:3])[CH3:2].CCCCCC.[C:28](OCC)(=[O:30])C. (5) The reactants are S(C)C.[CH3:4][Li].[C:6]([NH:25][C@@H:26]([CH2:29][CH3:30])[CH:27]=[O:28])([C:19]1[CH:24]=[CH:23][CH:22]=[CH:21][CH:20]=1)([C:13]1[CH:18]=[CH:17][CH:16]=[CH:15][CH:14]=1)[C:7]1[CH:12]=[CH:11][CH:10]=[CH:9][CH:8]=1.[NH4+].[Cl-]. The catalyst is CCOCC.CCCCCC.CCOCC. The product is [C:6]([NH:25][C@@H:26]([CH2:29][CH3:30])[C@H:27]([OH:28])[CH3:4])([C:13]1[CH:18]=[CH:17][CH:16]=[CH:15][CH:14]=1)([C:19]1[CH:20]=[CH:21][CH:22]=[CH:23][CH:24]=1)[C:7]1[CH:12]=[CH:11][CH:10]=[CH:9][CH:8]=1. The yield is 0.660. (6) The reactants are [N:1]1[CH:6]=[CH:5][CH:4]=[CH:3][C:2]=1[NH:7][CH2:8][CH2:9][CH2:10][O:11][C:12]1[CH:29]=[CH:28][C:15]2[CH2:16][CH:17]([CH2:22][C:23]([O:25]CC)=[O:24])[C:18](=[O:21])[NH:19][CH2:20][C:14]=2[CH:13]=1.O.[OH-].[Li+].C1COCC1.O. The catalyst is CO. The product is [N:1]1[CH:6]=[CH:5][CH:4]=[CH:3][C:2]=1[NH:7][CH2:8][CH2:9][CH2:10][O:11][C:12]1[CH:29]=[CH:28][C:15]2[CH2:16][CH:17]([CH2:22][C:23]([OH:25])=[O:24])[C:18](=[O:21])[NH:19][CH2:20][C:14]=2[CH:13]=1. The yield is 0.650. (7) The reactants are [NH2:1][CH2:2][CH2:3][C:4]([OH:6])=[O:5].[OH-].[Na+].Cl.[C:10](Cl)(=[O:17])[C:11]1[CH:16]=[CH:15][CH:14]=[N:13][CH:12]=1. The catalyst is O. The product is [C:10]([NH:1][CH2:2][CH2:3][C:4]([OH:6])=[O:5])(=[O:17])[C:11]1[CH:16]=[CH:15][CH:14]=[N:13][CH:12]=1. The yield is 0.840.